Dataset: Reaction yield outcomes from USPTO patents with 853,638 reactions. Task: Predict the reaction yield, written as a fraction of the theoretical maximum amount of product (1.0 means a 100% yield; for example, 0.34 means a 34% yield). (1) The reactants are [NH2:1][C@H:2]([CH2:13][O:14][CH:15]([F:17])[F:16])[C:3]([NH:5][CH2:6][C:7]1[CH:12]=[CH:11][CH:10]=[CH:9][CH:8]=1)=[O:4].C(N(CC)CC)C.[CH3:25][S:26](Cl)(=[O:28])=[O:27]. The catalyst is C(OCC)(=O)C. The product is [CH2:6]([NH:5][C:3](=[O:4])[C@H:2]([NH:1][S:26]([CH3:25])(=[O:28])=[O:27])[CH2:13][O:14][CH:15]([F:16])[F:17])[C:7]1[CH:12]=[CH:11][CH:10]=[CH:9][CH:8]=1. The yield is 0.220. (2) The reactants are [ClH:1].[C:2]1([N:8]([CH2:32][C:33]([O:35]CC)=[O:34])[C:9]([C:11]2[CH:31]=[CH:30][C:14]3[N:15]([CH3:29])[C:16]([CH2:18][O:19][C:20]4[CH:25]=[CH:24][C:23]([C:26](=[NH:28])[NH2:27])=[CH:22][CH:21]=4)=[N:17][C:13]=3[CH:12]=2)=[O:10])[CH:7]=[CH:6][CH:5]=[CH:4][CH:3]=1.[OH-].[Na+]. No catalyst specified. The product is [ClH:1].[C:2]1([N:8]([CH2:32][C:33]([OH:35])=[O:34])[C:9]([C:11]2[CH:31]=[CH:30][C:14]3[N:15]([CH3:29])[C:16]([CH2:18][O:19][C:20]4[CH:25]=[CH:24][C:23]([C:26](=[NH:27])[NH2:28])=[CH:22][CH:21]=4)=[N:17][C:13]=3[CH:12]=2)=[O:10])[CH:3]=[CH:4][CH:5]=[CH:6][CH:7]=1. The yield is 0.580. (3) The reactants are [N+:1]([CH2:4][C:5]([C:7]1[CH:12]=[CH:11][CH:10]=[CH:9][CH:8]=1)=O)([O-:3])=[O:2].O.[NH2:14][NH2:15].C(O)(=O)C. The catalyst is C(O)C. The product is [N+:1]([CH2:4][C:5](=[N:14][NH2:15])[C:7]1[CH:12]=[CH:11][CH:10]=[CH:9][CH:8]=1)([O-:3])=[O:2]. The yield is 0.810.